Dataset: Forward reaction prediction with 1.9M reactions from USPTO patents (1976-2016). Task: Predict the product of the given reaction. (1) The product is: [OH:8][C:9]1[CH:18]=[C:17]2[C:12]([C:13]([O:19][C:20]3[CH:25]=[CH:24][C:23]([NH:26][C:27]([NH:29][C:30]4[CH:35]=[CH:34][C:33]([C:36]([F:37])([F:38])[F:39])=[CH:32][CH:31]=4)=[O:28])=[CH:22][CH:21]=3)=[CH:14][CH:15]=[N:16]2)=[CH:11][C:10]=1[O:40][CH3:41]. Given the reactants C([O:8][C:9]1[CH:18]=[C:17]2[C:12]([C:13]([O:19][C:20]3[CH:25]=[CH:24][C:23]([NH:26][C:27]([NH:29][C:30]4[CH:35]=[CH:34][C:33]([C:36]([F:39])([F:38])[F:37])=[CH:32][CH:31]=4)=[O:28])=[CH:22][CH:21]=3)=[CH:14][CH:15]=[N:16]2)=[CH:11][C:10]=1[O:40][CH3:41])C1C=CC=CC=1, predict the reaction product. (2) Given the reactants [C:1]([OH:10])(=O)[C:2]1[C:3](=[CH:5][CH:6]=[CH:7][CH:8]=1)[OH:4].S(Cl)([Cl:13])=O, predict the reaction product. The product is: [C:1]([Cl:13])(=[O:10])[C:2]1[C:3](=[CH:5][CH:6]=[CH:7][CH:8]=1)[OH:4]. (3) Given the reactants [N+:1]([C:4]1[CH:5]=[CH:6][CH:7]=[C:8]2[C:13]=1[O:12][C:11]([C:14]1[C:15]([C:20]([F:23])([F:22])[F:21])=[N:16][CH:17]=[CH:18][CH:19]=1)=[CH:10][C:9]2=[O:24])([O-])=O.[NH4+].[Cl-].CO, predict the reaction product. The product is: [NH2:1][C:4]1[CH:5]=[CH:6][CH:7]=[C:8]2[C:13]=1[O:12][C:11]([C:14]1[C:15]([C:20]([F:23])([F:22])[F:21])=[N:16][CH:17]=[CH:18][CH:19]=1)=[CH:10][C:9]2=[O:24]. (4) Given the reactants [CH:1]([C@@H:4]1[CH2:8][CH2:7][S:6](=[O:10])(=[O:9])[NH:5]1)([CH3:3])[CH3:2].Br[C:12]1[N:17]=[CH:16][C:15]([C:18]([N:20]2[CH2:25][CH2:24][CH:23]([C:26](=[O:34])[C:27]3[CH:32]=[CH:31][C:30]([Cl:33])=[CH:29][CH:28]=3)[CH2:22][CH2:21]2)=[O:19])=[CH:14][CH:13]=1, predict the reaction product. The product is: [Cl:33][C:30]1[CH:29]=[CH:28][C:27]([C:26]([CH:23]2[CH2:22][CH2:21][N:20]([C:18]([C:15]3[CH:16]=[N:17][C:12]([N:5]4[C@H:4]([CH:1]([CH3:3])[CH3:2])[CH2:8][CH2:7][S:6]4(=[O:10])=[O:9])=[CH:13][CH:14]=3)=[O:19])[CH2:25][CH2:24]2)=[O:34])=[CH:32][CH:31]=1. (5) The product is: [CH3:14][S:11]([C:10]1[C:9]([S:11]([CH3:10])(=[O:13])=[O:12])=[CH:5][C:17]([C:16]([O:20][CH3:21])=[O:18])=[C:3]([CH3:4])[CH:2]=1)(=[O:13])=[O:12]. Given the reactants Cl[C:2]1[C:10]([S:11]([CH3:14])(=[O:13])=[O:12])=[CH:9][C:5](C(O)=O)=[C:4](C)[CH:3]=1.[C:16](OC)([O:20][CH3:21])([O:18]C)[CH3:17].C1(C)C=CC=CC=1, predict the reaction product. (6) Given the reactants [OH:1][C:2]1[CH:7]=[CH:6][N:5]=[C:4]([N:8]2[CH2:13][CH2:12][N:11]([C:14]([O:16][C:17]([CH3:20])([CH3:19])[CH3:18])=[O:15])[CH2:10][CH2:9]2)[CH:3]=1.[Mg+2].[Cl-].[Cl-].C(N(CC)CC)C.[CH2:31]=[O:32], predict the reaction product. The product is: [CH:31]([C:7]1[C:2]([OH:1])=[CH:3][C:4]([N:8]2[CH2:13][CH2:12][N:11]([C:14]([O:16][C:17]([CH3:20])([CH3:19])[CH3:18])=[O:15])[CH2:10][CH2:9]2)=[N:5][CH:6]=1)=[O:32]. (7) Given the reactants Br[C:2]1[CH:3]=[C:4]([F:9])[C:5]([Cl:8])=[N:6][CH:7]=1.[Cl-].[Li+].[CH:12]([Mg]Cl)([CH3:14])[CH3:13].C(Br)C=C, predict the reaction product. The product is: [CH2:14]([C:2]1[CH:3]=[C:4]([F:9])[C:5]([Cl:8])=[N:6][CH:7]=1)[CH:12]=[CH2:13]. (8) Given the reactants [F:1][C:2]1[CH:10]=[CH:9][CH:8]=[C:7]([F:11])[C:3]=1[C:4](O)=[O:5].[C:12](N1C=CN=C1)([N:14]1C=CN=C1)=O.Cl.CN.C(N(C(C)C)CC)(C)C, predict the reaction product. The product is: [F:1][C:2]1[CH:10]=[CH:9][CH:8]=[C:7]([F:11])[C:3]=1[C:4]([NH:14][CH3:12])=[O:5]. (9) Given the reactants [CH2:1]([O:8][C:9]1[CH:10]=[C:11]([NH2:15])[CH:12]=[CH:13][CH:14]=1)[C:2]1[CH:7]=[CH:6][CH:5]=[CH:4][CH:3]=1.[N:16]#[C:17][NH2:18].Cl.[OH-].[Na+], predict the reaction product. The product is: [CH2:1]([O:8][C:9]1[CH:10]=[C:11]([NH:15][C:17]([NH2:18])=[NH:16])[CH:12]=[CH:13][CH:14]=1)[C:2]1[CH:3]=[CH:4][CH:5]=[CH:6][CH:7]=1.